From a dataset of hERG Central: cardiac toxicity at 1µM, 10µM, and general inhibition. Predict hERG channel inhibition at various concentrations. The drug is CC(C)NC(=O)C1CCN(C2CCN(C(=O)c3cc4c(s3)CCCCC4)CC2)CC1. Results: hERG_inhib (hERG inhibition (general)): blocker.